From a dataset of Forward reaction prediction with 1.9M reactions from USPTO patents (1976-2016). Predict the product of the given reaction. (1) The product is: [ClH:21].[N+:18]([C:14]1[CH:13]=[C:12]([CH:9]2[CH2:10][S:7][C:6]([NH2:5])=[N:8]2)[CH:17]=[CH:16][CH:15]=1)([O-:20])=[O:19]. Given the reactants C([NH:5][C:6]([NH:8][CH:9]([C:12]1[CH:17]=[CH:16][CH:15]=[C:14]([N+:18]([O-:20])=[O:19])[CH:13]=1)[CH2:10]O)=[S:7])(C)(C)C.[ClH:21], predict the reaction product. (2) Given the reactants [O:1]1[CH2:6][CH2:5][CH:4]([CH2:7][CH2:8][N:9]2[CH2:14][CH2:13][C:12](=O)[CH2:11][CH2:10]2)[O:3][CH2:2]1.[F:16][C:17]1[CH:24]=[CH:23][C:20]([CH2:21][NH2:22])=[CH:19][CH:18]=1.C(O)(=O)C.C([BH3-])#N.[Na+], predict the reaction product. The product is: [O:1]1[CH2:6][CH2:5][CH:4]([CH2:7][CH2:8][N:9]2[CH2:14][CH2:13][CH:12]([NH:22][CH2:21][C:20]3[CH:23]=[CH:24][C:17]([F:16])=[CH:18][CH:19]=3)[CH2:11][CH2:10]2)[O:3][CH2:2]1.